Predict the reactants needed to synthesize the given product. From a dataset of Retrosynthesis with 50K atom-mapped reactions and 10 reaction types from USPTO. Given the product C(=NNc1cc(N2CCOCC2)n2nc(-c3ccccc3)cc2n1)c1cccc2[nH]ccc12, predict the reactants needed to synthesize it. The reactants are: NNc1cc(N2CCOCC2)n2nc(-c3ccccc3)cc2n1.O=Cc1cccc2[nH]ccc12.